This data is from Catalyst prediction with 721,799 reactions and 888 catalyst types from USPTO. The task is: Predict which catalyst facilitates the given reaction. (1) Reactant: C([N:8]1[CH2:20][C@H:19]2[C@H:11]([C:12](=[O:29])[C:13]3[C:18]2=[CH:17][CH:16]=[CH:15][C:14]=3[C:21]2[CH:26]=[CH:25][C:24]([Cl:27])=[CH:23][C:22]=2[Cl:28])[CH2:10][CH2:9]1)C1C=CC=CC=1. Product: [Cl:28][C:22]1[CH:23]=[C:24]([Cl:27])[CH:25]=[CH:26][C:21]=1[C:14]1[CH:15]=[CH:16][CH:17]=[C:18]2[C:13]=1[C:12](=[O:29])[C@H:11]1[C@@H:19]2[CH2:20][NH:8][CH2:9][CH2:10]1. The catalyst class is: 105. (2) Reactant: FC(F)(F)S([O:6][CH2:7][C:8]([F:11])([F:10])[F:9])(=O)=O.[NH2:14][C:15](=[N:21]O)[C:16](=[N:19]O)[C:17]#[N:18].[C:23](=[O:26])([O-])[O-].[K+].[K+].[H-].[Na+]. Product: [NH2:14][C:15](=[N:21][O:6][CH2:7][C:8]([F:9])([F:10])[F:11])[C:16](=[N:19][O:26][CH2:23][C:8]([F:11])([F:10])[F:9])[C:17]#[N:18]. The catalyst class is: 145. (3) Reactant: O[C:2]1([C:25]2[CH:30]=[CH:29][CH:28]=[CH:27][C:26]=2[O:31][CH3:32])[C:10]2[C:5](=[CH:6][CH:7]=[CH:8][CH:9]=2)[C:4]([C:11]2[CH:16]=[CH:15][C:14]3[O:17][CH2:18][O:19][C:13]=3[CH:12]=2)=[C:3]1[C:20]([O:22]CC)=[O:21].C([SiH](CC)CC)C.B(F)(F)F.CCOCC.Cl. Product: [CH3:32][O:31][C:26]1[CH:27]=[CH:28][CH:29]=[CH:30][C:25]=1[CH:2]1[C:10]2[C:5](=[CH:6][CH:7]=[CH:8][CH:9]=2)[CH:4]([C:11]2[CH:16]=[CH:15][C:14]3[O:17][CH2:18][O:19][C:13]=3[CH:12]=2)[CH:3]1[C:20]([OH:22])=[O:21]. The catalyst class is: 2. (4) Reactant: [O:1]1[C:5]2([CH2:10][CH2:9][C:8](=[O:11])[CH2:7][CH2:6]2)[O:4][CH2:3][CH2:2]1.[BH4-].[Na+]. Product: [O:1]1[C:5]2([CH2:10][CH2:9][CH:8]([OH:11])[CH2:7][CH2:6]2)[O:4][CH2:3][CH2:2]1. The catalyst class is: 8. (5) Reactant: Cl[C:2]1[CH:3]=[CH:4][C:5]2[N:6]([C:8]([CH2:15][N:16]3[CH2:20][CH:19]([CH2:21][CH2:22][CH3:23])[CH2:18][C:17]3=[O:24])=[C:9]([C:11]([F:14])([F:13])[F:12])[N:10]=2)[N:7]=1.[CH3:25][S-:26].[Na+].O.C(OCC)(=O)C. Product: [CH3:25][S:26][C:2]1[CH:3]=[CH:4][C:5]2[N:6]([C:8]([CH2:15][N:16]3[CH2:20][CH:19]([CH2:21][CH2:22][CH3:23])[CH2:18][C:17]3=[O:24])=[C:9]([C:11]([F:14])([F:13])[F:12])[N:10]=2)[N:7]=1. The catalyst class is: 1. (6) Reactant: [CH:1]1([CH2:7][N:8]2[C:12]([OH:13])=[CH:11][C:10]([C:14]([O:16][CH2:17][CH3:18])=[O:15])=[N:9]2)[CH2:6][CH2:5][CH2:4][CH2:3][CH2:2]1.[O:19](S(C(F)(F)F)(=O)=O)[S:20]([C:23]([F:26])([F:25])[F:24])(=O)=[O:21]. Product: [CH:1]1([CH2:7][N:8]2[C:12]([O:13][S:20]([C:23]([F:26])([F:25])[F:24])(=[O:21])=[O:19])=[CH:11][C:10]([C:14]([O:16][CH2:17][CH3:18])=[O:15])=[N:9]2)[CH2:2][CH2:3][CH2:4][CH2:5][CH2:6]1. The catalyst class is: 2. (7) Reactant: O[N:2]=[C:3]([NH2:5])[CH3:4].[C:6]([O:10][CH3:11])(=[O:9])[C:7]#[CH:8]. Product: [CH3:4][C:3]1[NH:5][C:7]([C:6]([O:10][CH3:11])=[O:9])=[CH:8][N:2]=1. The catalyst class is: 5. (8) Reactant: [C:1]([C:3]1[C:22]([NH:23][S:24](=[O:27])(=[O:26])[NH2:25])=[CH:21][CH:20]=[CH:19][C:4]=1[O:5][CH2:6][C:7]([NH:10][C:11](=[O:18])[C:12]1[CH:17]=[CH:16][N:15]=[CH:14][CH:13]=1)([CH3:9])[CH3:8])#[N:2].[OH-].[Na+].Cl. Product: [NH2:2][C:1]1[C:3]2[C:4]([O:5][CH2:6][C:7]([NH:10][C:11](=[O:18])[C:12]3[CH:13]=[CH:14][N:15]=[CH:16][CH:17]=3)([CH3:9])[CH3:8])=[CH:19][CH:20]=[CH:21][C:22]=2[NH:23][S:24](=[O:26])(=[O:27])[N:25]=1. The catalyst class is: 14. (9) Reactant: [NH:1]1[CH2:5][CH2:4][CH:3]([OH:6])[CH2:2]1.C(N(CC)CC)C.[C:14]([O:18][C:19](O[C:19]([O:18][C:14]([CH3:17])([CH3:16])[CH3:15])=[O:20])=[O:20])([CH3:17])([CH3:16])[CH3:15]. Product: [OH:6][CH:3]1[CH2:4][CH2:5][N:1]([C:19]([O:18][C:14]([CH3:17])([CH3:16])[CH3:15])=[O:20])[CH2:2]1. The catalyst class is: 4. (10) Reactant: Br[C:2]1[C:7]([CH3:8])=[C:6]([Br:9])[C:5]([Br:10])=[C:4]([CH3:11])[C:3]=1Br.[O:13]1C=[CH:16][CH:15]=[CH:14]1.[Li][CH2:19]CCC.CO. Product: [Br:10][C:5]1[C:6]([Br:9])=[C:7]([CH3:8])[CH:2]=[C:3]2[C:4]=1[C:11]1([CH3:19])[O:13][CH:14]2[CH:15]=[CH:16]1. The catalyst class is: 93.